Task: Predict the reactants needed to synthesize the given product.. Dataset: Full USPTO retrosynthesis dataset with 1.9M reactions from patents (1976-2016) (1) Given the product [CH:1]1([CH2:4][O:5][C:6]2[CH:14]=[CH:13][C:12]([S:15]([CH3:18])(=[O:17])=[O:16])=[CH:11][C:7]=2[C:8]([N:32]2[CH2:33][CH2:34][N:29]([C:27]3[S:28][C:24]([S:21]([CH3:20])(=[O:23])=[O:22])=[CH:25][N:26]=3)[CH2:30][CH2:31]2)=[O:10])[CH2:2][CH2:3]1, predict the reactants needed to synthesize it. The reactants are: [CH:1]1([CH2:4][O:5][C:6]2[CH:14]=[CH:13][C:12]([S:15]([CH3:18])(=[O:17])=[O:16])=[CH:11][C:7]=2[C:8]([OH:10])=O)[CH2:3][CH2:2]1.Cl.[CH3:20][S:21]([C:24]1[S:28][C:27]([N:29]2[CH2:34][CH2:33][NH:32][CH2:31][CH2:30]2)=[N:26][CH:25]=1)(=[O:23])=[O:22]. (2) Given the product [Cl:1][C:2]1[CH:11]=[C:10]2[C:5]([C:6](=[O:32])[C:7]([CH2:18][NH:19][C:20]([N:42]3[CH2:43][CH2:44][CH:39]([C:33]4[CH:38]=[CH:37][CH:36]=[CH:35][CH:34]=4)[CH2:40][CH2:41]3)=[O:31])=[CH:8][N:9]2[C:12]2[CH:13]=[CH:14][CH:15]=[CH:16][CH:17]=2)=[CH:4][CH:3]=1, predict the reactants needed to synthesize it. The reactants are: [Cl:1][C:2]1[CH:11]=[C:10]2[C:5]([C:6](=[O:32])[C:7]([CH2:18][NH:19][C:20](=[O:31])OC3C=CC([N+]([O-])=O)=CC=3)=[CH:8][N:9]2[C:12]2[CH:17]=[CH:16][CH:15]=[CH:14][CH:13]=2)=[CH:4][CH:3]=1.[C:33]1([CH:39]2[CH2:44][CH2:43][NH:42][CH2:41][CH2:40]2)[CH:38]=[CH:37][CH:36]=[CH:35][CH:34]=1. (3) Given the product [CH2:1]([O:2][C:3]([C:5]1[CH:6]=[C:7]2[C:12](=[CH:13][CH:14]=1)[NH:11][CH:10]([C:15]1[CH:20]=[C:19]([N:26]3[CH2:31][CH2:30][O:29][CH2:28][CH2:27]3)[CH:18]=[CH:17][C:16]=1[CH2:22][CH3:23])[CH2:9][C:8]2([CH3:25])[CH3:24])=[O:4])[CH3:33], predict the reactants needed to synthesize it. The reactants are: [CH3:1][O:2][C:3]([C:5]1[CH:6]=[C:7]2[C:12](=[CH:13][CH:14]=1)[NH:11][CH:10]([C:15]1[CH:20]=[C:19](Br)[CH:18]=[CH:17][C:16]=1[CH2:22][CH3:23])[CH2:9][C:8]2([CH3:25])[CH3:24])=[O:4].[NH:26]1[CH2:31][CH2:30][O:29][CH2:28][CH2:27]1.Cl.[CH3:33]N(C)CC(O)=O.C(=O)([O-])[O-].[K+].[K+]. (4) Given the product [NH2:8][C:5]1[C:4]([C:30](=[O:31])[C:29]([F:36])([F:35])[F:28])=[CH:3][C:2]([Cl:1])=[CH:7][N:6]=1, predict the reactants needed to synthesize it. The reactants are: [Cl:1][C:2]1[CH:3]=[CH:4][C:5]([NH:8]C(=O)C(C)(C)C)=[N:6][CH:7]=1.CN(CCN(C)C)C.C([Li])CCC.[F:28][C:29]([F:36])([F:35])[C:30](OCC)=[O:31].Cl. (5) Given the product [OH:28][CH2:27][C:26]([CH3:30])([CH3:29])[CH2:25][NH:24][C:19](=[O:21])[C:18]1[CH:22]=[CH:23][C:15]([O:14][CH2:13][C:3]2[C:4]([C:7]3[CH:8]=[CH:9][CH:10]=[CH:11][CH:12]=3)=[N:5][O:6][C:2]=2[CH3:1])=[N:16][CH:17]=1, predict the reactants needed to synthesize it. The reactants are: [CH3:1][C:2]1[O:6][N:5]=[C:4]([C:7]2[CH:12]=[CH:11][CH:10]=[CH:9][CH:8]=2)[C:3]=1[CH2:13][O:14][C:15]1[CH:23]=[CH:22][C:18]([C:19]([OH:21])=O)=[CH:17][N:16]=1.[NH2:24][CH2:25][C:26]([CH3:30])([CH3:29])[CH2:27][OH:28].